This data is from Forward reaction prediction with 1.9M reactions from USPTO patents (1976-2016). The task is: Predict the product of the given reaction. (1) Given the reactants Cl.Cl.Cl.[NH2:4][CH2:5][CH2:6][N:7]1[C:15]2[C:14]([NH:16][C:17]3[CH:18]=[C:19]4[C:23](=[CH:24][CH:25]=3)[N:22]([CH2:26][C:27]3[CH:32]=[CH:31][CH:30]=[C:29]([F:33])[CH:28]=3)[N:21]=[CH:20]4)=[N:13][CH:12]=[N:11][C:10]=2[CH:9]=[CH:8]1.[CH3:34][S:35]([CH2:38][C:39](O)=[O:40])(=[O:37])=[O:36].Cl.C(N=C=NCCCN(C)C)C.ON1C2C=CC=CC=2N=N1, predict the reaction product. The product is: [F:33][C:29]1[CH:28]=[C:27]([CH:32]=[CH:31][CH:30]=1)[CH2:26][N:22]1[C:23]2[C:19](=[CH:18][C:17]([NH:16][C:14]3[C:15]4[N:7]([CH2:6][CH2:5][NH:4][C:39](=[O:40])[CH2:38][S:35]([CH3:34])(=[O:37])=[O:36])[CH:8]=[CH:9][C:10]=4[N:11]=[CH:12][N:13]=3)=[CH:25][CH:24]=2)[CH:20]=[N:21]1. (2) Given the reactants Br[C:2]1[CH:10]=[C:9]2[C:5]([C:6]([CH3:17])=[N:7][N:8]2[C:11]2[CH:16]=[CH:15][CH:14]=[CH:13][CH:12]=2)=[CH:4][CH:3]=1.[NH:18]1[CH2:23][CH2:22][NH:21][CH2:20][CH2:19]1.C([O-])([O-])=O.[Cs+].[Cs+].C1C=CC(P(C2C(C3C(P(C4C=CC=CC=4)C4C=CC=CC=4)=CC=C4C=3C=CC=C4)=C3C(C=CC=C3)=CC=2)C2C=CC=CC=2)=CC=1, predict the reaction product. The product is: [CH3:17][C:6]1[C:5]2[C:9](=[CH:10][C:2]([N:18]3[CH2:23][CH2:22][NH:21][CH2:20][CH2:19]3)=[CH:3][CH:4]=2)[N:8]([C:11]2[CH:16]=[CH:15][CH:14]=[CH:13][CH:12]=2)[N:7]=1. (3) Given the reactants [OH:1][C:2]1[CH:9]=[CH:8][C:5]([CH:6]=[O:7])=[CH:4][CH:3]=1.[O:10]1[CH:15]2[CH:11]1[CH2:12][O:13][CH2:14]2.CC(C)([O-])C.[K+].O, predict the reaction product. The product is: [OH:10][C@@H:11]1[CH2:12][O:13][CH2:14][C@H:15]1[O:1][C:2]1[CH:9]=[CH:8][C:5]([CH:6]=[O:7])=[CH:4][CH:3]=1. (4) Given the reactants [CH:1]1([C:4]2[C:5]([N:24]([C:29]3[CH:34]=[CH:33][C:32]([B:35]4[O:39]C(C)(C)C(C)(C)[O:36]4)=[C:31]([CH2:44][O:45][CH2:46][O:47][CH3:48])[CH:30]=3)[S:25]([CH3:28])(=[O:27])=[O:26])=[CH:6][C:7]3[O:11][C:10]([C:12]4[CH:17]=[CH:16][C:15]([F:18])=[CH:14][CH:13]=4)=[C:9]([C:19]([NH:21][CH3:22])=[O:20])[C:8]=3[CH:23]=2)[CH2:3][CH2:2]1.Cl.I([O-])(=O)(=O)=O.[Na+], predict the reaction product. The product is: [CH:1]1([C:4]2[C:5]([N:24]([C:29]3[CH:34]=[CH:33][C:32]([B:35]([OH:36])[OH:39])=[C:31]([CH2:44][O:45][CH2:46][O:47][CH3:48])[CH:30]=3)[S:25]([CH3:28])(=[O:27])=[O:26])=[CH:6][C:7]3[O:11][C:10]([C:12]4[CH:13]=[CH:14][C:15]([F:18])=[CH:16][CH:17]=4)=[C:9]([C:19](=[O:20])[NH:21][CH3:22])[C:8]=3[CH:23]=2)[CH2:3][CH2:2]1. (5) Given the reactants [CH:1]1([CH:7]=O)[CH2:6][CH2:5][CH2:4][CH2:3][CH2:2]1.[F:9][C:10]([F:45])([F:44])[C:11]1[CH:12]=[C:13]([CH:21]([C:38]2[N:39]=[N:40][N:41]([CH3:43])[N:42]=2)[N:22]2[C:31]3[C:26](=[CH:27][CH:28]=[C:29]([C:32]([F:35])([F:34])[F:33])[CH:30]=3)[NH:25][CH:24]([CH2:36][CH3:37])[CH2:23]2)[CH:14]=[C:15]([C:17]([F:20])([F:19])[F:18])[CH:16]=1.C(O)(=O)C.[BH-](OC(C)=O)(OC(C)=O)OC(C)=O.[Na+], predict the reaction product. The product is: [F:18][C:17]([F:20])([F:19])[C:15]1[CH:14]=[C:13]([CH:21]([C:38]2[N:39]=[N:40][N:41]([CH3:43])[N:42]=2)[N:22]2[C:31]3[C:26](=[CH:27][CH:28]=[C:29]([C:32]([F:33])([F:35])[F:34])[CH:30]=3)[N:25]([CH2:7][CH:1]3[CH2:6][CH2:5][CH2:4][CH2:3][CH2:2]3)[CH:24]([CH2:36][CH3:37])[CH2:23]2)[CH:12]=[C:11]([C:10]([F:9])([F:44])[F:45])[CH:16]=1. (6) Given the reactants C[N:2](/[CH:4]=[CH:5]/[C:6]([C:8]1[N:13]=[CH:12][CH:11]=[CH:10][CH:9]=1)=O)C.[NH2:14]N, predict the reaction product. The product is: [NH:2]1[CH:4]=[CH:5][C:6]([C:8]2[CH:9]=[CH:10][CH:11]=[CH:12][N:13]=2)=[N:14]1. (7) Given the reactants [Cl:1][C:2]1[C:7]([Cl:8])=[CH:6][CH:5]=[CH:4][C:3]=1[S:9]([NH:12][C:13]1[CH:21]=[CH:20][C:16]([C:17]([OH:19])=[O:18])=[CH:15][C:14]=1[S:22](=[O:25])(=[O:24])[NH2:23])(=[O:11])=[O:10].[CH2:26](O)[CH3:27], predict the reaction product. The product is: [CH2:26]([O:18][C:17](=[O:19])[C:16]1[CH:20]=[CH:21][C:13]([NH:12][S:9]([C:3]2[CH:4]=[CH:5][CH:6]=[C:7]([Cl:8])[C:2]=2[Cl:1])(=[O:10])=[O:11])=[C:14]([S:22](=[O:24])(=[O:25])[NH2:23])[CH:15]=1)[CH3:27].